From a dataset of Forward reaction prediction with 1.9M reactions from USPTO patents (1976-2016). Predict the product of the given reaction. (1) Given the reactants [Cl:1][C:2]1[C:3]([N:8]2[CH2:13][CH2:12][N:11]([CH2:14][C:15]3[CH:16]=[N:17][N:18]([C:21]4[CH:26]=[CH:25][CH:24]=[CH:23][CH:22]=4)[C:19]=3[CH3:20])[CH2:10][CH2:9]2)=[N:4][CH:5]=[CH:6][N:7]=1.C(=O)([O-])[O-].[K+].[K+].[C:33]([NH:36][CH2:37][C:38]1[CH:43]=[CH:42][C:41](B(O)O)=[CH:40][CH:39]=1)(=[O:35])[CH3:34].O, predict the reaction product. The product is: [ClH:1].[CH3:20][C:19]1[N:18]([C:21]2[CH:26]=[CH:25][CH:24]=[CH:23][CH:22]=2)[N:17]=[CH:16][C:15]=1[CH2:14][N:11]1[CH2:12][CH2:13][N:8]([C:3]2[C:2]([C:41]3[CH:42]=[CH:43][C:38]([CH2:37][NH:36][C:33](=[O:35])[CH3:34])=[CH:39][CH:40]=3)=[N:7][CH:6]=[CH:5][N:4]=2)[CH2:9][CH2:10]1. (2) The product is: [CH3:1][C:2]1[NH:3][C:4]2[C:9]([CH:10]=1)=[CH:8][C:7]([NH:11][C:12]1[CH:17]=[CH:16][N:15]=[C:14]3[CH:18]=[C:19]([C:21]4[CH:28]=[CH:27][C:24]([CH2:25][NH:32][CH2:31][CH2:30][OH:29])=[CH:23][CH:22]=4)[S:20][C:13]=13)=[CH:6][CH:5]=2. Given the reactants [CH3:1][C:2]1[NH:3][C:4]2[C:9]([CH:10]=1)=[CH:8][C:7]([NH:11][C:12]1[CH:17]=[CH:16][N:15]=[C:14]3[CH:18]=[C:19]([C:21]4[CH:28]=[CH:27][C:24]([CH:25]=O)=[CH:23][CH:22]=4)[S:20][C:13]=13)=[CH:6][CH:5]=2.[OH:29][CH2:30][CH2:31][NH2:32], predict the reaction product. (3) Given the reactants Br[C:2]1[CH:10]=[CH:9][C:8]([N+:11]([O-:13])=[O:12])=[C:7]2[C:3]=1[CH2:4][N:5]([CH3:15])[C:6]2=[O:14].[NH:16]1[CH2:25][CH2:24][CH:19]([C:20]([O:22][CH3:23])=[O:21])[CH2:18][CH2:17]1.CCN(C(C)C)C(C)C, predict the reaction product. The product is: [CH3:15][N:5]1[CH2:4][C:3]2[C:7](=[C:8]([N+:11]([O-:13])=[O:12])[CH:9]=[CH:10][C:2]=2[N:16]2[CH2:25][CH2:24][CH:19]([C:20]([O:22][CH3:23])=[O:21])[CH2:18][CH2:17]2)[C:6]1=[O:14]. (4) Given the reactants [CH3:1][N:2]1[C:6]2[CH:7]=[C:8]([C:11]3[CH:22]=[CH:21][C:14]([CH2:15][C@@H:16]([C:18]([NH2:20])=O)[NH2:17])=[CH:13][CH:12]=3)[CH:9]=[CH:10][C:5]=2[O:4][C:3]1=[O:23].[C:24]([O:28][C:29]([N:31]1[CH2:37][CH2:36][CH2:35][O:34][C@H:33]([C:38]([OH:40])=O)[CH2:32]1)=[O:30])([CH3:27])([CH3:26])[CH3:25].CCN(C(C)C)C(C)C.C(P1(=O)OP(CCC)(=O)OP(CCC)(=O)O1)CC, predict the reaction product. The product is: [C:18]([C@@H:16]([NH:17][C:38]([C@@H:33]1[CH2:32][N:31]([C:29]([O:28][C:24]([CH3:25])([CH3:26])[CH3:27])=[O:30])[CH2:37][CH2:36][CH2:35][O:34]1)=[O:40])[CH2:15][C:14]1[CH:13]=[CH:12][C:11]([C:8]2[CH:9]=[CH:10][C:5]3[O:4][C:3](=[O:23])[N:2]([CH3:1])[C:6]=3[CH:7]=2)=[CH:22][CH:21]=1)#[N:20]. (5) Given the reactants [CH3:1][O:2][C:3]1[CH:4]=[CH:5][C:6]([N+:12]([O-:14])=[O:13])=[C:7]([CH:11]=1)[C:8]([OH:10])=O.CN(C=O)C.C(Cl)(=O)C(Cl)=O.[F:26][C:27]1([F:40])[O:32][C:31]2[CH:33]=[CH:34][C:35]([NH2:37])=[CH:36][C:30]=2[O:29][C:28]1([F:39])[F:38], predict the reaction product. The product is: [CH3:1][O:2][C:3]1[CH:4]=[CH:5][C:6]([N+:12]([O-:14])=[O:13])=[C:7]([CH:11]=1)[C:8]([NH:37][C:35]1[CH:34]=[CH:33][C:31]2[O:32][C:27]([F:40])([F:26])[C:28]([F:38])([F:39])[O:29][C:30]=2[CH:36]=1)=[O:10].